From a dataset of Catalyst prediction with 721,799 reactions and 888 catalyst types from USPTO. Predict which catalyst facilitates the given reaction. (1) Reactant: Br[C:2]1[CH:7]=[CH:6][C:5]([S:8]([C:11]([F:14])([F:13])[F:12])(=[O:10])=[O:9])=[CH:4][CH:3]=1.B1(B2OC(C)(C)C(C)(C)O2)OC(C)(C)C(C)(C)O1.C([O-])(=O)C.[K+].Br[C:39]1[CH:40]=[C:41]2[C:46](=[CH:47][CH:48]=1)[NH:45][C:44](=[O:49])[CH:43]([OH:50])[CH2:42]2.C([O-])([O-])=O.[Na+].[Na+]. Product: [OH:50][CH:43]1[CH2:42][C:41]2[C:46](=[CH:47][CH:48]=[C:39]([C:2]3[CH:7]=[CH:6][C:5]([S:8]([C:11]([F:14])([F:13])[F:12])(=[O:10])=[O:9])=[CH:4][CH:3]=3)[CH:40]=2)[NH:45][C:44]1=[O:49]. The catalyst class is: 384. (2) Reactant: [NH2:1][C@@H:2]1[CH2:7][CH2:6][C@H:5]([NH:8][C:9]2[CH:14]=[C:13]([N:15]([CH3:17])[CH3:16])[N:12]=[C:11]([CH3:18])[N:10]=2)[CH2:4][CH2:3]1.[Cl:19][C:20]1[CH:21]=[C:22]([N:27]=[C:28]=[S:29])[CH:23]=[CH:24][C:25]=1[F:26].O. Product: [ClH:19].[Cl:19][C:20]1[CH:21]=[C:22]([NH:27][C:28]([NH:1][C@H:2]2[CH2:3][CH2:4][C@@H:5]([NH:8][C:9]3[CH:14]=[C:13]([N:15]([CH3:17])[CH3:16])[N:12]=[C:11]([CH3:18])[N:10]=3)[CH2:6][CH2:7]2)=[S:29])[CH:23]=[CH:24][C:25]=1[F:26]. The catalyst class is: 16. (3) Reactant: [N:1]1[C:10]2[C:5](=[CH:6][C:7]([NH2:11])=[CH:8][CH:9]=2)[CH:4]=[CH:3][CH:2]=1.[H+].[B-:13]([F:17])([F:16])([F:15])[F:14].CC(C)CCO[N:23]=O.C(OCC)C. Product: [F:14][B-:13]([F:17])([F:16])[F:15].[N:1]1[C:10]2[C:5](=[CH:6][C:7]([N+:11]#[N:23])=[CH:8][CH:9]=2)[CH:4]=[CH:3][CH:2]=1. The catalyst class is: 7. (4) Reactant: [OH-].[Na+].[I-:3].[Na+].[OH:5][C:6]1[CH:7]=[C:8]([CH:12]=[CH:13][CH:14]=1)[C:9]([OH:11])=[O:10].Cl[O-].[K+]. Product: [OH:5][C:6]1[CH:7]=[C:8]([CH:12]=[CH:13][C:14]=1[I:3])[C:9]([OH:11])=[O:10]. The catalyst class is: 5. (5) Reactant: [C:1]([CH:4]([CH3:26])[CH2:5][CH2:6][N:7]1[C:11]2[CH:12]=[CH:13][CH:14]=[C:15]([CH3:16])[C:10]=2[N:9]=[C:8]1[CH2:17][O:18][C:19]1[CH:24]=[CH:23][C:22]([Cl:25])=[CH:21][CH:20]=1)(O)=[O:2].[CH2:27]([NH2:34])[C:28]1[CH:33]=[CH:32][CH:31]=[CH:30][CH:29]=1.O[N:36]1C2C=CC=CC=2N=N1.C1(N=C=NC2CCCCC2)CCCCC1. Product: [CH2:27]([NH:34][NH:36][C:1]([CH:4]([CH3:26])[CH2:5][CH2:6][N:7]1[C:11]2[CH:12]=[CH:13][CH:14]=[C:15]([CH3:16])[C:10]=2[N:9]=[C:8]1[CH2:17][O:18][C:19]1[CH:20]=[CH:21][C:22]([Cl:25])=[CH:23][CH:24]=1)=[O:2])[C:28]1[CH:33]=[CH:32][CH:31]=[CH:30][CH:29]=1. The catalyst class is: 9. (6) Product: [Br:1][C:2]1[NH:10][C:9]2[C:8](=[O:11])[N:7]3[C:12]([CH2:15][CH2:16][NH:17][C:18](=[O:27])[C:19]4[CH:24]=[CH:23][C:22]([OH:25])=[CH:21][CH:20]=4)=[N:13][N:14]=[C:6]3[N:5]([CH2:28][CH2:29][CH2:30][CH2:31][CH3:32])[C:4]=2[N:3]=1. The catalyst class is: 2. Reactant: [Br:1][C:2]1[NH:10][C:9]2[C:8](=[O:11])[N:7]3[C:12]([CH2:15][CH2:16][NH:17][C:18](=[O:27])[C:19]4[CH:24]=[CH:23][C:22]([O:25]C)=[CH:21][CH:20]=4)=[N:13][N:14]=[C:6]3[N:5]([CH2:28][CH2:29][CH2:30][CH2:31][CH3:32])[C:4]=2[N:3]=1.B(Br)(Br)Br. (7) Reactant: [CH3:1][C@H:2]([NH2:10])[CH2:3][C:4]1[CH:5]=[CH:6][CH:7]=[CH:8][CH:9]=1.[CH3:1][C@H:2]([NH2:10])[CH2:3][C:4]1[CH:9]=[CH:8][CH:7]=[CH:6][CH:5]=1.OS(O)(=O)=O.[OH-].[NH4+]. Product: [CH3:1][C@H:2]([NH2:10])[CH2:3][C:4]1[CH:9]=[CH:8][CH:7]=[CH:6][CH:5]=1. The catalyst class is: 6. (8) Reactant: [CH3:1][O:2][C:3]1[CH:4]=[C:5]([CH:8]=[CH:9][C:10]=1[O:11][CH3:12])[CH:6]=O.[CH3:13][Si]([N-][Si](C)(C)C)(C)C.[Li+].C[Mg]Br.[NH4+:26].[Cl-:27]. Product: [ClH:27].[CH3:1][O:2][C:3]1[CH:4]=[C:5]([CH:8]=[CH:9][C:10]=1[O:11][CH3:12])[CH:6]([NH2:26])[CH3:13]. The catalyst class is: 1. (9) Reactant: [CH3:1][C:2]1([C:11]([OH:13])=[O:12])[CH2:7][CH2:6][CH:5]([C:8]([OH:10])=[O:9])[CH2:4][CH2:3]1.C(Cl)(=O)C(Cl)=O.N1C=CC=CC=1.[CH2:26](O)[C:27]1[CH:32]=[CH:31][CH:30]=[CH:29][CH:28]=1. Product: [CH2:26]([O:9][C:8]([CH:5]1[CH2:4][CH2:3][C:2]([CH3:1])([C:11]([OH:13])=[O:12])[CH2:7][CH2:6]1)=[O:10])[C:27]1[CH:32]=[CH:31][CH:30]=[CH:29][CH:28]=1. The catalyst class is: 120.